This data is from Catalyst prediction with 721,799 reactions and 888 catalyst types from USPTO. The task is: Predict which catalyst facilitates the given reaction. (1) Reactant: [Br:1][C:2]1[O:6][C:5]([CH2:7]Br)=[N:4][C:3]=1[C:9]1[CH:14]=[CH:13][C:12]([O:15][CH3:16])=[CH:11][CH:10]=1.[CH3:17][O:18][C:19](=[O:30])[CH2:20][O:21][C:22]1[CH:27]=[CH:26][C:25]([OH:28])=[CH:24][C:23]=1[CH3:29].C([O-])([O-])=O.[Cs+].[Cs+]. Product: [CH3:17][O:18][C:19](=[O:30])[CH2:20][O:21][C:22]1[CH:27]=[CH:26][C:25]([O:28][CH2:7][C:5]2[O:6][C:2]([Br:1])=[C:3]([C:9]3[CH:14]=[CH:13][C:12]([O:15][CH3:16])=[CH:11][CH:10]=3)[N:4]=2)=[CH:24][C:23]=1[CH3:29]. The catalyst class is: 23. (2) Product: [CH3:20][N:18]([CH3:19])[CH2:17][CH2:16]/[CH:15]=[CH:14]\[C:12]1[S:13][C:6]2[C:7](=[N:8][CH:9]=[CH:10][C:5]=2[O:4][C:3]2[CH:21]=[CH:22][C:23]([NH2:25])=[CH:24][C:2]=2[F:1])[CH:11]=1. The catalyst class is: 447. Reactant: [F:1][C:2]1[CH:24]=[C:23]([N+:25]([O-])=O)[CH:22]=[CH:21][C:3]=1[O:4][C:5]1[CH:10]=[CH:9][N:8]=[C:7]2[CH:11]=[C:12]([CH:14]=[CH:15][CH2:16][CH2:17][N:18]([CH3:20])[CH3:19])[S:13][C:6]=12.[NH4+].[Cl-].O. (3) Reactant: [OH:1][NH:2]/[C:3](/[C:6]([O:8][CH2:9][CH3:10])=[O:7])=[N:4]\[H].CN(C(ON1N=NC2C=CC=NC1=2)=[N+](C)C)C.F[P-](F)(F)(F)(F)F.CCN(C(C)C)C(C)C.[C:44]([O:48][C:49]([NH:51][C:52]([CH3:57])([CH3:56])[C:53](O)=[O:54])=[O:50])([CH3:47])([CH3:46])[CH3:45]. Product: [C:44]([O:48][C:49]([NH:51][C:52]([CH3:57])([CH3:56])[C:53]([NH:4]/[C:3](=[N:2]/[OH:1])/[C:6]([O:8][CH2:9][CH3:10])=[O:7])=[O:54])=[O:50])([CH3:47])([CH3:46])[CH3:45]. The catalyst class is: 9. (4) Reactant: [O:1]1[C:5]2[CH:6]=[CH:7][C:8]([CH:10]([CH:18](C(OCC)=O)[C:19]([O:21]CC)=[O:20])[CH2:11][C:12]3[CH:17]=[CH:16][CH:15]=[CH:14][CH:13]=3)=[CH:9][C:4]=2[O:3][CH2:2]1.[OH-].[K+]. Product: [O:1]1[C:5]2[CH:6]=[CH:7][C:8]([CH:10]([CH2:11][C:12]3[CH:13]=[CH:14][CH:15]=[CH:16][CH:17]=3)[CH2:18][C:19]([OH:21])=[O:20])=[CH:9][C:4]=2[O:3][CH2:2]1. The catalyst class is: 24. (5) Reactant: C1(P(C2C=CC=CC=2)C2C=CC=CC=2)C=CC=CC=1.N(C(OC(C)C)=O)=NC(OC(C)C)=O.[CH3:34][O:35][C:36]([C:38]1([N:46]([OH:59])[C:47](=[O:58])[CH2:48][C:49]2[C:54]([CH3:55])=[CH:53][C:52]([CH3:56])=[CH:51][C:50]=2[CH3:57])[CH2:43][CH2:42][N:41]([O:44][CH3:45])[CH2:40][CH2:39]1)=[O:37].[CH3:60][O:61][N:62]1[CH2:67][CH2:66][CH:65](O)[CH2:64][CH2:63]1. Product: [CH3:34][O:35][C:36]([C:38]1([N:46]([O:59][CH:65]2[CH2:66][CH2:67][N:62]([O:61][CH3:60])[CH2:63][CH2:64]2)[C:47](=[O:58])[CH2:48][C:49]2[C:50]([CH3:57])=[CH:51][C:52]([CH3:56])=[CH:53][C:54]=2[CH3:55])[CH2:39][CH2:40][N:41]([O:44][CH3:45])[CH2:42][CH2:43]1)=[O:37]. The catalyst class is: 1.